This data is from Reaction yield outcomes from USPTO patents with 853,638 reactions. The task is: Predict the reaction yield, written as a fraction of the theoretical maximum amount of product (1.0 means a 100% yield; for example, 0.34 means a 34% yield). (1) No catalyst specified. The yield is 0.920. The reactants are [CH3:1][N:2]([CH3:16])[S:3]([C:6]1[CH:15]=[CH:14][C:9]2[N:10]=[C:11]([CH3:13])[S:12][C:8]=2[CH:7]=1)(=[O:5])=[O:4].[CH2:17]1[CH2:24][O:23][S:20](=[O:22])(=[O:21])[CH2:19][CH2:18]1. The product is [CH3:16][N:2]([CH3:1])[S:3]([C:6]1[CH:15]=[CH:14][C:9]2[N+:10]([CH2:24][CH2:17][CH2:18][CH2:19][S:20]([O-:23])(=[O:22])=[O:21])=[C:11]([CH3:13])[S:12][C:8]=2[CH:7]=1)(=[O:4])=[O:5]. (2) The yield is 0.210. The catalyst is CN(C)C=O. The reactants are [NH2:1][CH2:2][CH2:3][CH2:4][C:5]([CH2:16][CH3:17])([C:10]1[CH:15]=[CH:14][CH:13]=[CH:12][CH:11]=1)[C:6]([O:8][CH3:9])=[O:7].[F:18][C:19]([F:45])([F:44])[C:20]1[CH:25]=[CH:24][C:23]([C:26]2[C:27]([C:32]([NH:34][C:35]3[CH:36]=[C:37]([C:41](O)=[O:42])[N:38]([CH3:40])[CH:39]=3)=[O:33])=[CH:28][CH:29]=[CH:30][CH:31]=2)=[CH:22][CH:21]=1.CN(C(ON1N=NC2C=CC=CC1=2)=[N+](C)C)C.[B-](F)(F)(F)F.C(N(C(C)C)C(C)C)C. The product is [CH3:9][O:8][C:6]([C:5]([C:10]1[CH:15]=[CH:14][CH:13]=[CH:12][CH:11]=1)([CH2:16][CH3:17])[CH2:4][CH2:3][CH2:2][NH:1][C:41]([C:37]1[N:38]([CH3:40])[CH:39]=[C:35]([NH:34][C:32]([C:27]2[C:26]([C:23]3[CH:22]=[CH:21][C:20]([C:19]([F:45])([F:18])[F:44])=[CH:25][CH:24]=3)=[CH:31][CH:30]=[CH:29][CH:28]=2)=[O:33])[CH:36]=1)=[O:42])=[O:7]. (3) The reactants are [CH3:1][C:2]1[CH:3]=[CH:4][C:5]([N+:18]([O-:20])=[O:19])=[C:6]([C:8]2[O:12][N:11]=[C:10]([C:13](OCC)=[O:14])[N:9]=2)[CH:7]=1.[BH4-].[Li+]. The catalyst is C(O)C. The product is [CH3:1][C:2]1[CH:3]=[CH:4][C:5]([N+:18]([O-:20])=[O:19])=[C:6]([C:8]2[O:12][N:11]=[C:10]([CH2:13][OH:14])[N:9]=2)[CH:7]=1. The yield is 0.690. (4) The reactants are [N:1]([N:16]([CH2:24][C:25]([NH:27][CH2:28][CH2:29][N:30]=[N+:31]=[N-:32])=[O:26])C(OC(C)(C)C)=O)(C(OC(C)(C)C)=O)C(OC(C)(C)C)=O. The catalyst is Cl.O1CCOCC1. The product is [NH2:1][NH:16][CH2:24][C:25]([NH:27][CH2:28][CH2:29][N:30]=[N+:31]=[N-:32])=[O:26]. The yield is 0.950. (5) The reactants are [NH2:1][C:2]1[CH2:7][CH2:6][CH2:5][CH2:4][C:3]=1[C:8]([O:10][CH2:11][CH3:12])=[O:9].N1C=CC=CC=1.[Br:19][CH2:20][CH2:21][CH2:22][CH2:23][C:24](Cl)=[O:25].C(OCC)(=O)C. The catalyst is O1CCCC1. The product is [CH2:11]([O:10][C:8]([C:3]1[CH2:4][CH2:5][CH2:6][CH2:7][C:2]=1[NH:1][C:24](=[O:25])[CH2:23][CH2:22][CH2:21][CH2:20][Br:19])=[O:9])[CH3:12]. The yield is 0.920. (6) The reactants are [C:1]([C:8]1[CH:16]=[C:15]([NH:17][NH2:18])[CH:14]=[CH:13][C:9]=1[C:10]([OH:12])=O)([O:3][C:4]([CH3:7])([CH3:6])[CH3:5])=[O:2].[Cl-].COC1N=C(OC)N=C([N+]2(C)CCOCC2)N=1.[C:37]([NH:52][NH2:53])(=[O:51])[CH2:38][CH2:39][CH2:40][CH2:41][C@H:42]1[C@@H:50]2[C@@H:45]([NH:46][C:47]([NH:49]2)=[O:48])[CH2:44][S:43]1. The catalyst is CO.CS(C)=O. The product is [C:1]([C:8]1[CH:16]=[C:15]([NH:17][NH2:18])[CH:14]=[CH:13][C:9]=1[C:10]([N:52]([C:37](=[O:51])[CH2:38][CH2:39][CH2:40][CH2:41][C@H:42]1[C@@H:50]2[C@@H:45]([NH:46][C:47]([NH:49]2)=[O:48])[CH2:44][S:43]1)[NH2:53])=[O:12])([O:3][C:4]([CH3:5])([CH3:6])[CH3:7])=[O:2]. The yield is 0.630. (7) The reactants are [Cl-].O[NH3+:3].[C:4](=[O:7])([O-])[OH:5].[Na+].CS(C)=O.[CH3:13][C:14]1[N:15]([CH2:39][CH:40]2[CH2:45][CH2:44][CH2:43][CH2:42][O:41]2)[C:16](=[O:38])[C:17]([CH2:23][C:24]2[CH:29]=[CH:28][C:27]([C:30]3[C:31]([C:36]#[N:37])=[CH:32][CH:33]=[CH:34][CH:35]=3)=[CH:26][CH:25]=2)=[C:18]([CH2:20][CH2:21][CH3:22])[N:19]=1. The catalyst is C(OCC)(=O)C. The product is [CH3:13][C:14]1[N:15]([CH2:39][CH:40]2[CH2:45][CH2:44][CH2:43][CH2:42][O:41]2)[C:16](=[O:38])[C:17]([CH2:23][C:24]2[CH:25]=[CH:26][C:27]([C:30]3[CH:35]=[CH:34][CH:33]=[CH:32][C:31]=3[C:36]3[NH:3][C:4](=[O:7])[O:5][N:37]=3)=[CH:28][CH:29]=2)=[C:18]([CH2:20][CH2:21][CH3:22])[N:19]=1. The yield is 0.680.